This data is from Catalyst prediction with 721,799 reactions and 888 catalyst types from USPTO. The task is: Predict which catalyst facilitates the given reaction. (1) Product: [N:1]1([C:7]([C:9]2[CH:10]=[C:11]([C:15]3[CH:20]=[CH:19][N:18]=[C:17]([NH2:21])[C:16]=3[NH2:22])[CH:12]=[CH:13][CH:14]=2)=[O:8])[CH2:6][CH2:5][O:4][CH2:3][CH2:2]1. Reactant: [N:1]1([C:7]([C:9]2[CH:10]=[C:11]([C:15]3[CH:20]=[CH:19][N:18]=[C:17]([NH2:21])[C:16]=3[N+:22]([O-])=O)[CH:12]=[CH:13][CH:14]=2)=[O:8])[CH2:6][CH2:5][O:4][CH2:3][CH2:2]1. The catalyst class is: 591. (2) Reactant: [C:1]1([CH2:7][O:8][C:9]2[CH:17]=[CH:16][C:15]3[N:14]([CH2:18][C:19]4[CH:24]=[CH:23][CH:22]=[CH:21][CH:20]=4)[C:13]4[CH2:25][CH2:26][N:27](C(OCC)=O)[CH2:28][C:12]=4[C:11]=3[CH:10]=2)[CH:6]=[CH:5][CH:4]=[CH:3][CH:2]=1.[OH-].[K+]. Product: [C:1]1([CH2:7][O:8][C:9]2[CH:17]=[CH:16][C:15]3[N:14]([CH2:18][C:19]4[CH:20]=[CH:21][CH:22]=[CH:23][CH:24]=4)[C:13]4[CH2:25][CH2:26][NH:27][CH2:28][C:12]=4[C:11]=3[CH:10]=2)[CH:6]=[CH:5][CH:4]=[CH:3][CH:2]=1. The catalyst class is: 41. (3) Reactant: [F:1][C:2]([F:20])([F:19])[C:3]1[CH:4]=[C:5]([C:13]([CH3:18])([CH3:17])[C:14](Cl)=[O:15])[CH:6]=[C:7]([C:9]([F:12])([F:11])[F:10])[CH:8]=1.[CH2:21]([N:28]1[CH2:32][C@@H:31]([C:33]2[CH:38]=[CH:37][C:36]([F:39])=[CH:35][CH:34]=2)[C@H:30]([NH:40][CH3:41])[CH2:29]1)[C:22]1[CH:27]=[CH:26][CH:25]=[CH:24][CH:23]=1.C(N(C(C)C)C(C)C)C. The catalyst class is: 2. Product: [CH2:21]([N:28]1[CH2:32][C@@H:31]([C:33]2[CH:34]=[CH:35][C:36]([F:39])=[CH:37][CH:38]=2)[C@H:30]([N:40]([CH3:41])[C:14](=[O:15])[C:13]([C:5]2[CH:4]=[C:3]([C:2]([F:20])([F:19])[F:1])[CH:8]=[C:7]([C:9]([F:12])([F:11])[F:10])[CH:6]=2)([CH3:18])[CH3:17])[CH2:29]1)[C:22]1[CH:23]=[CH:24][CH:25]=[CH:26][CH:27]=1.